Dataset: Full USPTO retrosynthesis dataset with 1.9M reactions from patents (1976-2016). Task: Predict the reactants needed to synthesize the given product. (1) The reactants are: [Cl:1][C:2]1[CH:10]=[CH:9][C:8]([NH:11][C:12]([C:14]2[O:15][CH:16]=[CH:17][CH:18]=2)=[O:13])=[CH:7][C:3]=1[C:4](O)=O.[NH2:19][C:20]1[C:25]([NH2:26])=[CH:24][C:23]([CH3:27])=[CH:22][N:21]=1. Given the product [Cl:1][C:2]1[CH:10]=[CH:9][C:8]([NH:11][C:12]([C:14]2[O:15][CH:16]=[CH:17][CH:18]=2)=[O:13])=[CH:7][C:3]=1[C:4]1[NH:26][C:25]2[C:20]([N:19]=1)=[N:21][CH:22]=[C:23]([CH3:27])[CH:24]=2, predict the reactants needed to synthesize it. (2) Given the product [I:1][C:2]1[CH:3]=[CH:4][C:5]2[N:6]([CH:8]=[C:9]([C:11]3[CH:12]=[CH:13][C:14]([NH:17][N:18]=[CH:30][C:29]4[CH:28]=[CH:27][C:26]([N:23]5[CH2:22][CH2:21][N:20]([CH3:19])[CH2:25][CH2:24]5)=[CH:33][CH:32]=4)=[CH:15][CH:16]=3)[N:10]=2)[CH:7]=1, predict the reactants needed to synthesize it. The reactants are: [I:1][C:2]1[CH:3]=[CH:4][C:5]2[N:6]([CH:8]=[C:9]([C:11]3[CH:16]=[CH:15][C:14]([NH:17][NH2:18])=[CH:13][CH:12]=3)[N:10]=2)[CH:7]=1.[CH3:19][N:20]1[CH2:25][CH2:24][N:23]([C:26]2[CH:33]=[CH:32][C:29]([CH:30]=O)=[CH:28][CH:27]=2)[CH2:22][CH2:21]1. (3) Given the product [C:1]([N:5]1[CH2:10][C@@H:11]([C:13]2[CH:18]=[CH:17][C:16]([Cl:19])=[CH:15][CH:14]=2)[C@@H:7]([C:8]#[N:9])[CH2:6]1)([CH3:4])([CH3:3])[CH3:2], predict the reactants needed to synthesize it. The reactants are: [C:1]([N:5]([CH2:10][C@H:11]([C:13]1[CH:18]=[CH:17][C:16]([Cl:19])=[CH:15][CH:14]=1)O)[CH2:6][CH2:7][C:8]#[N:9])([CH3:4])([CH3:3])[CH3:2].CCOP(Cl)(OCC)=O.[Li+].C[Si]([N-][Si](C)(C)C)(C)C.O. (4) The reactants are: [Cl:1][CH2:2][CH2:3][CH2:4][O:5][C:6]1[CH:15]=[CH:14][C:9]([C:10]([O:12]C)=[O:11])=[CH:8][C:7]=1[O:16][CH3:17].[OH-].[Na+].Cl. Given the product [Cl:1][CH2:2][CH2:3][CH2:4][O:5][C:6]1[CH:15]=[CH:14][C:9]([C:10]([OH:12])=[O:11])=[CH:8][C:7]=1[O:16][CH3:17], predict the reactants needed to synthesize it.